Dataset: Catalyst prediction with 721,799 reactions and 888 catalyst types from USPTO. Task: Predict which catalyst facilitates the given reaction. (1) Reactant: [CH3:1][O:2][C:3]([C:5]1[C:6](Cl)=[N:7][CH:8]=[CH:9][CH:10]=1)=[O:4].[CH3:12][OH:13].C[O-].[Na+]. Product: [CH3:1][O:2][C:3]([C:5]1[C:6]([O:13][CH3:12])=[N:7][CH:8]=[CH:9][CH:10]=1)=[O:4]. The catalyst class is: 6. (2) Reactant: [N+:1]([C:4]1[CH:13]=[CH:12][CH:11]=[C:10]2[C:5]=1[CH:6]=[CH:7][N:8]=[C:9]2[C:14]1[CH:19]=[CH:18][CH:17]=[CH:16][CH:15]=1)([O-])=O.CO. Product: [C:14]1([C:9]2[C:10]3[CH:11]=[CH:12][CH:13]=[C:4]([NH2:1])[C:5]=3[CH:6]=[CH:7][N:8]=2)[CH:15]=[CH:16][CH:17]=[CH:18][CH:19]=1. The catalyst class is: 304. (3) Reactant: [Br:1][C:2]1[CH:3]=[C:4]([CH:9]=[CH:10][C:11]=1[C:12]1[N:16]([CH3:17])[N:15]=[CH:14][CH:13]=1)[C:5]([O:7]C)=[O:6].[OH-].[Na+]. Product: [Br:1][C:2]1[CH:3]=[C:4]([CH:9]=[CH:10][C:11]=1[C:12]1[N:16]([CH3:17])[N:15]=[CH:14][CH:13]=1)[C:5]([OH:7])=[O:6]. The catalyst class is: 5. (4) Reactant: S(=O)(=O)(O)O.[Cl:6][C:7]1[C:12]([O:13]C(C)C)=[CH:11][C:10]([N:17]2[C:25](=[O:26])[N:20]3[CH2:21][CH2:22][CH2:23][CH2:24][N:19]3[C:18]2=[S:27])=[C:9]([F:28])[CH:8]=1. Product: [Cl:6][C:7]1[C:12]([OH:13])=[CH:11][C:10]([N:17]2[C:25](=[O:26])[N:20]3[CH2:21][CH2:22][CH2:23][CH2:24][N:19]3[C:18]2=[S:27])=[C:9]([F:28])[CH:8]=1. The catalyst class is: 2. (5) Reactant: [N:1]1[CH:6]=[CH:5][CH:4]=[C:3]([C:7]2[CH:11]=[C:10]([C:12]([O:14]CC)=[O:13])[O:9][N:8]=2)[CH:2]=1.O.[OH-].[Na+]. Product: [N:1]1[CH:6]=[CH:5][CH:4]=[C:3]([C:7]2[CH:11]=[C:10]([C:12]([OH:14])=[O:13])[O:9][N:8]=2)[CH:2]=1. The catalyst class is: 12. (6) Reactant: [CH2:1]([C:8]([C:22]([F:25])([F:24])[F:23])=[CH:9][CH2:10][N:11]1C(=O)C2C(=CC=CC=2)C1=O)[C:2]1[CH:7]=[CH:6][CH:5]=[CH:4][CH:3]=1.O.NN.Cl.CCOCC. Product: [CH2:1]([C:8]([C:22]([F:23])([F:24])[F:25])=[CH:9][CH2:10][NH2:11])[C:2]1[CH:7]=[CH:6][CH:5]=[CH:4][CH:3]=1. The catalyst class is: 5.